Dataset: Reaction yield outcomes from USPTO patents with 853,638 reactions. Task: Predict the reaction yield, written as a fraction of the theoretical maximum amount of product (1.0 means a 100% yield; for example, 0.34 means a 34% yield). (1) The reactants are [OH:1][C:2]([CH3:7])([CH3:6])[C:3](=[O:5])[CH3:4].CCN(CC)CC.[CH3:15][S:16](Cl)(=[O:18])=[O:17].O. The catalyst is C(Cl)Cl. The product is [CH3:6][C:2]([O:1][S:16]([CH3:15])(=[O:18])=[O:17])([CH3:7])[C:3](=[O:5])[CH3:4]. The yield is 0.540. (2) The reactants are Br[C:2]1[N:7]=[C:6]([C:8]([O:10][CH3:11])=[O:9])[CH:5]=[CH:4][C:3]=1[F:12].[F:13][C:14]1[C:19]([O:20][CH3:21])=[CH:18][CH:17]=[C:16]([F:22])[C:15]=1B(O)O.[F-].[K+].C(P(C(C)(C)C)C(C)(C)C)(C)(C)C. The catalyst is C1COCC1.O.C1C=CC(/C=C/C(/C=C/C2C=CC=CC=2)=O)=CC=1.C1C=CC(/C=C/C(/C=C/C2C=CC=CC=2)=O)=CC=1.C1C=CC(/C=C/C(/C=C/C2C=CC=CC=2)=O)=CC=1.[Pd].[Pd]. The product is [F:13][C:14]1[C:19]([O:20][CH3:21])=[CH:18][CH:17]=[C:16]([F:22])[C:15]=1[C:2]1[N:7]=[C:6]([C:8]([O:10][CH3:11])=[O:9])[CH:5]=[CH:4][C:3]=1[F:12]. The yield is 0.350. (3) The reactants are Br[C:2]1[C:3]([F:19])=[CH:4][CH:5]=[C:6]2[C:11]=1[N:10]=[C:9]([NH:12][C:13]1([CH3:16])[CH2:15][CH2:14]1)[N:8]([CH3:17])[C:7]2=[O:18].[CH3:20][C@@H:21]1[C:25]2[NH:26][C:27](B3OC(C)(C)C(C)(C)O3)=[CH:28][C:24]=2[C:23](=[O:38])[NH:22]1.CC(C1C=C(C(C)C)C(C2C=CC=CC=2P(C2CCCCC2)C2CCCCC2)=C(C(C)C)C=1)C.P([O-])([O-])([O-])=O.[K+].[K+].[K+]. The catalyst is O1CCOCC1.CC(C1C=C(C(C)C)C(C2C(P(C3CCCCC3)C3CCCCC3)=CC=CC=2)=C(C(C)C)C=1)C.C1C=[C-]C(CCN)=CC=1.Cl[Pd+].O. The product is [F:19][C:3]1[C:2]([C:27]2[NH:26][C:25]3[C@@H:21]([CH3:20])[NH:22][C:23](=[O:38])[C:24]=3[CH:28]=2)=[C:11]2[C:6]([C:7](=[O:18])[N:8]([CH3:17])[C:9]([NH:12][C:13]3([CH3:16])[CH2:15][CH2:14]3)=[N:10]2)=[CH:5][CH:4]=1. The yield is 0.140. (4) The reactants are CCN(C(C)C)C(C)C.[C:10]1([CH3:24])[CH:15]=[CH:14][CH:13]=[C:12]([N:16]2[CH:20]=[C:19]([C:21]([OH:23])=O)[N:18]=[N:17]2)[CH:11]=1.CC1C=C(C=CC=1)N.C1C=CC2N(O)N=NC=2C=1.CCN=C=NCCCN(C)C.Cl.[NH2:55][CH2:56][C:57]([N:59]1[CH2:64][CH2:63][CH:62]([O:65][C:66]2[CH:71]=[CH:70][CH:69]=[C:68]([C:72]([F:75])([F:74])[F:73])[CH:67]=2)[CH2:61][CH2:60]1)=[O:58]. The catalyst is CN(C=O)C.CO.CCCCCC.O. The product is [O:58]=[C:57]([N:59]1[CH2:60][CH2:61][CH:62]([O:65][C:66]2[CH:71]=[CH:70][CH:69]=[C:68]([C:72]([F:75])([F:73])[F:74])[CH:67]=2)[CH2:63][CH2:64]1)[CH2:56][NH:55][C:21]([C:19]1[N:18]=[N:17][N:16]([C:12]2[CH:11]=[C:10]([CH3:24])[CH:15]=[CH:14][CH:13]=2)[CH:20]=1)=[O:23]. The yield is 0.705. (5) The reactants are [NH2:1][C:2]1[CH:3]=[CH:4][C:5]([C:8]2[N:9]=[N:10][C:11]([C:14]3[CH:19]=[CH:18][CH:17]=[CH:16][N:15]=3)=[N:12][N:13]=2)=[N:6][CH:7]=1.CCN(CC)CC.[CH3:27][C:28](OC(C)=O)=[O:29]. No catalyst specified. The product is [C:28]([N:10]1[C:11]([C:14]2[CH:19]=[CH:18][CH:17]=[CH:16][N:15]=2)=[N:12][N:13]=[C:8]([C:5]2[CH:4]=[CH:3][C:2]([NH2:1])=[CH:7][N:6]=2)[NH:9]1)(=[O:29])[CH3:27]. The yield is 0.560. (6) The reactants are [CH2:1]([O:8][C@H:9]1[C@H:14]([O:15][CH2:16]C2C=CC=CC=2)[C@@H:13]([O:23][CH2:24][C:25]2[CH:30]=[CH:29][CH:28]=[CH:27][CH:26]=2)[C@@:12]([C:33]2[CH:38]=[CH:37][C:36]([Cl:39])=[C:35]([CH2:40][C:41]3[CH:46]=[CH:45][C:44]([O:47][CH2:48][CH3:49])=[C:43]([F:50])[C:42]=3[F:51])[CH:34]=2)([O:31][CH3:32])[O:11][C:10]1([CH2:54][OH:55])CO)C1C=CC=CC=1.F[C:57](F)(F)[C:58](O)=O.C(=O)(O)[O-].[Na+].O. The catalyst is ClCCl. The product is [CH2:1]([O:8][C@H:9]1[C@H:14]([O:15][CH2:16][C:58]2[CH:57]=[CH:54][CH:10]=[CH:9][CH:14]=2)[C@@H:13]([O:23][CH2:24][C:25]2[CH:26]=[CH:27][CH:28]=[CH:29][CH:30]=2)[C@:12]2([C:33]3[CH:38]=[CH:37][C:36]([Cl:39])=[C:35]([CH2:40][C:41]4[CH:46]=[CH:45][C:44]([O:47][CH2:48][CH3:49])=[C:43]([F:50])[C:42]=4[F:51])[CH:34]=3)[O:11][C@@:10]1([CH2:54][OH:55])[CH2:32][O:31]2)[C:25]1[CH:30]=[CH:29][CH:28]=[CH:27][CH:26]=1. The yield is 0.500. (7) The reactants are [Cl:1][C:2]1[CH:3]=[C:4]([NH:9][C:10]2[C:19]3[C:14](=[CH:15][N:16]=[C:17]([NH:20]CC4C=CC(OC)=CC=4)[CH:18]=3)[N:13]=[CH:12][C:11]=2[C:30]#[N:31])[CH:5]=[CH:6][C:7]=1[F:8].FC(F)(F)C(O)=O. The catalyst is C(Cl)Cl.C1(C)C=CC=CC=1. The product is [NH2:20][C:17]1[CH:18]=[C:19]2[C:14](=[CH:15][N:16]=1)[N:13]=[CH:12][C:11]([C:30]#[N:31])=[C:10]2[NH:9][C:4]1[CH:5]=[CH:6][C:7]([F:8])=[C:2]([Cl:1])[CH:3]=1. The yield is 0.640.